This data is from Forward reaction prediction with 1.9M reactions from USPTO patents (1976-2016). The task is: Predict the product of the given reaction. (1) Given the reactants [F:1][C:2]1[CH:7]=[CH:6][C:5]([CH:8]([C:11](=O)[CH3:12])[C:9]#[N:10])=[CH:4][CH:3]=1.O.[NH2:15][NH2:16].C(O)(=O)C, predict the reaction product. The product is: [F:1][C:2]1[CH:3]=[CH:4][C:5]([C:8]2[C:11]([CH3:12])=[N:15][NH:16][C:9]=2[NH2:10])=[CH:6][CH:7]=1. (2) Given the reactants Br[C:2]1[CH:11]=[CH:10][C:9]2[C:4](=[CH:5][CH:6]=[CH:7][CH:8]=2)[N:3]=1.Br[C:13]([F:20])([F:19])[C:14]([O:16][CH2:17][CH3:18])=[O:15], predict the reaction product. The product is: [CH2:17]([O:16][C:14](=[O:15])[C:13]([F:20])([F:19])[C:2]1[CH:11]=[CH:10][C:9]2[C:4](=[CH:5][CH:6]=[CH:7][CH:8]=2)[N:3]=1)[CH3:18].